From a dataset of Full USPTO retrosynthesis dataset with 1.9M reactions from patents (1976-2016). Predict the reactants needed to synthesize the given product. (1) Given the product [Cl:25][CH2:24][CH2:23][CH2:22][O:13][C:10]1[CH:11]=[CH:12][C:7]([C:4]2[O:5][CH2:6][C:2]([CH3:14])([CH3:1])[N:3]=2)=[CH:8][CH:9]=1, predict the reactants needed to synthesize it. The reactants are: [CH3:1][C:2]1([CH3:14])[CH2:6][O:5][C:4]([C:7]2[CH:12]=[CH:11][C:10]([OH:13])=[CH:9][CH:8]=2)=[N:3]1.C(=O)([O-])[O-].[K+].[K+].Br[CH2:22][CH2:23][CH2:24][Cl:25]. (2) Given the product [C:1]1([C@H:7]([CH3:11])[C:8]([Cl:15])=[O:9])[CH:6]=[CH:5][CH:4]=[CH:3][CH:2]=1, predict the reactants needed to synthesize it. The reactants are: [C:1]1([C@H:7]([CH3:11])[C:8](O)=[O:9])[CH:6]=[CH:5][CH:4]=[CH:3][CH:2]=1.C(Cl)(=O)C([Cl:15])=O.